This data is from Reaction yield outcomes from USPTO patents with 853,638 reactions. The task is: Predict the reaction yield, written as a fraction of the theoretical maximum amount of product (1.0 means a 100% yield; for example, 0.34 means a 34% yield). (1) The reactants are [N:1]1([CH:6]([C:10]2[CH:15]=[CH:14][C:13]([NH:16][C:17](=[O:24])[CH2:18][CH2:19][CH2:20][C:21]([OH:23])=[O:22])=[CH:12][CH:11]=2)[CH:7]([CH3:9])[CH3:8])[CH:5]=[CH:4][N:3]=[CH:2]1.OS(O)(=O)=O.[CH2:30](O)[CH3:31]. No catalyst specified. The product is [N:1]1([CH:6]([C:10]2[CH:15]=[CH:14][C:13]([NH:16][C:17](=[O:24])[CH2:18][CH2:19][CH2:20][C:21]([O:23][CH2:30][CH3:31])=[O:22])=[CH:12][CH:11]=2)[CH:7]([CH3:9])[CH3:8])[CH:5]=[CH:4][N:3]=[CH:2]1. The yield is 0.180. (2) The reactants are [CH3:1][N:2]([CH3:23])[CH2:3][CH:4]([NH:6][C:7]1[CH:19]=[CH:18][C:10]([C:11]([N:13]([CH2:16][CH3:17])[CH2:14][CH3:15])=[O:12])=[CH:9][C:8]=1[N+:20]([O-])=O)[CH3:5]. The catalyst is CCOC(C)=O.[Pd]. The product is [NH2:20][C:8]1[CH:9]=[C:10]([CH:18]=[CH:19][C:7]=1[NH:6][CH:4]([CH3:5])[CH2:3][N:2]([CH3:1])[CH3:23])[C:11]([N:13]([CH2:16][CH3:17])[CH2:14][CH3:15])=[O:12]. The yield is 0.870.